From a dataset of Experimentally validated miRNA-target interactions with 360,000+ pairs, plus equal number of negative samples. Binary Classification. Given a miRNA mature sequence and a target amino acid sequence, predict their likelihood of interaction. (1) The miRNA is hsa-miR-548c-3p with sequence CAAAAAUCUCAAUUACUUUUGC. The protein sequence of the target gene is MATESPATRRVQVAEHPRLLKLKEMFNSKFGSIPKFYVRAPGRVNIIGEHIDYCGYSVLPMAVEQDVLIAVEPVKTYALQLANTNPLYPDFSTSANNIQIDKTKPLWHNYFLCGLKGIQEHFGLSNLTGMNCLVDGNIPPSSGLSSSSALVCCAGLVTLTVLGRNLSKVELAEICAKSERYIGTEGGGMDQSISFLAEEGTAKLIEFSPLRATDVKLPSGAVFVIANSCVEMNKAATSHFNIRVMECRLAAKLLAKYKSLQWDKVLRLEEVQAKLGISLEEMLLVTEDALHPEPYNPEEI.... Result: 1 (interaction). (2) The miRNA is hsa-miR-532-3p with sequence CCUCCCACACCCAAGGCUUGCA. The protein sequence of the target gene is MEKYERIRVVGRGAFGIVHLCLRKADQKLVIIKQIPVEQMTKEERQAAQNECQVLKLLNHPNVIEYYENFLEDKALMIAMEYAPGGTLAEFIQKRCNSLLEEETILHFFVQILLALHHVHTHLILHRDLKTQNILLDKHRMVVKIGDFGISKILSSKSKAYTVVGTPCYISPELCEGKPYNQKSDIWALGCVLYELASLKRAFEAANLPALVLKIMSGTFAPISDRYSPELRQLVLSLLSLEPAQRPPLSHIMAQPLCIRALLNLHTDVGSVRMRRAEKSVAPSNTGSRTTSVRCRGIPR.... Result: 1 (interaction). (3) The miRNA is mmu-miR-466k with sequence UGUGUGUGUACAUGUACAUGUGA. The protein sequence of the target gene is MQACEGSAAGRRAFDSICPNRMLDLSRRTLGKPGKPERKFVPSWKSFSGCGGGSPVAVYEDPPDAEPAPLPALTTIDLQDLADCTSLLGTEASPSGDSSASQNPSLQTEEDFNLQNFRDAMDDLIADSSSLMSPPLTNSDFPFSPCDVSSFGSCLSPSLDPPALGSPDLPPPPTEQYWKEVADQNQRALGTALIENNQLHVTLTQKQEEIASLRERNVQLKELASRTRHLASVLDKLMITQSPAEPFQIKATTKRSLEELFCAAGQAGQGCAEVDAILRDISQRCEEALHNRDPKRPRLQ.... Result: 1 (interaction). (4) The miRNA is hsa-miR-562 with sequence AAAGUAGCUGUACCAUUUGC. The protein sequence of the target gene is MRWILCWSLTLCLMAQTALGALHTKRPQVVTKYGTLQGKQMHVGKTPIQVFLGVPFSRPPLGILRFAPPEPPEPWKGIRDATTYPPGCLQESWGQLASMYVSTRERYKWLRFSEDCLYLNVYAPARAPGDPQLPVMVWFPGGAFIVGAASSYEGSDLAAREKVVLVFLQHRLGIFGFLSTDDSHARGNWGLLDQMAALRWVQENIAAFGGDPGNVTLFGQSAGAMSISGLMMSPLASGLFHRAISQSGTALFRLFITSNPLKVAKKVAHLAGCNHNSTQILVNCLRALSGTKVMRVSNKM.... Result: 0 (no interaction). (5) Result: 1 (interaction). The miRNA is hsa-miR-620 with sequence AUGGAGAUAGAUAUAGAAAU. The protein sequence of the target gene is MDIIMGHCVGTRPPACCLILLLFKLLATVSQGLPGTGPLGFHFTHSIYNATVYENSAARTYVNSQSRMGITLIDLSWDIKYRIVSGDEEGFFKAEEVIIADFCFLRIRTKGGNSAILNREIQDNYLLIVKGSVRGEDLEAWTKVNIQVLDMNDLRPLFSPTTYSVTIAESTPLRTSVAQVTATDADIGSNGEFYYYFKNKVDLFSVHPTSGVISLSGRLNYDEKNRYDLEILAVDRGMKLYGNNGVSSTAKLYVHIERINEHAPTIHVVTHVPFSLEKEPTYAVVTVDDLDDGANGEIES....